This data is from Full USPTO retrosynthesis dataset with 1.9M reactions from patents (1976-2016). The task is: Predict the reactants needed to synthesize the given product. (1) Given the product [CH3:12][O:13][C:14]1[CH:21]=[CH:20][C:17]([CH2:18][O:9][CH2:1][CH2:2][CH2:3][CH2:4][CH2:5][CH2:6][CH:7]=[CH2:8])=[CH:16][CH:15]=1, predict the reactants needed to synthesize it. The reactants are: [CH2:1]([OH:9])[CH2:2][CH2:3][CH2:4][CH2:5][CH2:6][CH:7]=[CH2:8].[H-].[Na+].[CH3:12][O:13][C:14]1[CH:21]=[CH:20][C:17]([CH2:18]Cl)=[CH:16][CH:15]=1. (2) Given the product [OH:16][C@H:15]([C@@H:19]([OH:18])[C:20]1[CH:25]=[CH:24][CH:23]=[CH:22][CH:21]=1)[C:13]([C:3]1[CH:4]=[CH:5][C:6]2[N:7]([CH3:12])[C:8]([CH3:11])=[N:9][C:10]=2[C:2]=1[OH:1])=[O:14], predict the reactants needed to synthesize it. The reactants are: [OH:1][C:2]1[C:10]2[N:9]=[C:8]([CH3:11])[N:7]([CH3:12])[C:6]=2[CH:5]=[CH:4][C:3]=1[C:13]([C@H:15]1[C@H:19]([C:20]2[CH:25]=[CH:24][CH:23]=[CH:22][CH:21]=2)[O:18]C(C)(C)[O:16]1)=[O:14].[OH-].[Na+]. (3) Given the product [CH2:14]([O:13][C:11]1[CH:12]=[C:7]([CH2:6][NH2:19])[N:8]=[N:9][C:10]=1[O:16][CH2:17][CH3:18])[CH3:15], predict the reactants needed to synthesize it. The reactants are: CS(O[CH2:6][C:7]1[N:8]=[N:9][C:10]([O:16][CH2:17][CH3:18])=[C:11]([O:13][CH2:14][CH3:15])[CH:12]=1)(=O)=O.[NH3:19]. (4) Given the product [Cl:10][C:7]1[CH:8]=[CH:9][C:4]([N:1]2[C:15]([CH3:21])=[C:16]([C:17]([OH:19])=[O:18])[N:3]=[N:2]2)=[C:5]([CH:11]2[CH2:13][CH2:12]2)[CH:6]=1, predict the reactants needed to synthesize it. The reactants are: [N:1]([C:4]1[CH:9]=[CH:8][C:7]([Cl:10])=[CH:6][C:5]=1[CH:11]1[CH2:13][CH2:12]1)=[N+:2]=[N-:3].O=[C:15]([CH3:21])[CH2:16][C:17]([O:19]C)=[O:18].C[O-].[Na+]. (5) Given the product [F:1][C:2]1[CH:21]=[CH:20][CH:19]=[C:18]([F:22])[C:3]=1[C:4]1[O:9][C:8]([O:10][CH2:11][CH3:12])=[C:7]([C:13]([O:15][CH2:16][CH3:17])=[O:14])[N:6]=1, predict the reactants needed to synthesize it. The reactants are: [F:1][C:2]1[CH:21]=[CH:20][CH:19]=[C:18]([F:22])[C:3]=1[C:4]([NH:6][CH:7]([C:13]([O:15][CH2:16][CH3:17])=[O:14])[C:8]([O:10][CH2:11][CH3:12])=[O:9])=O.FC(F)(F)C(OC(=O)C(F)(F)F)=O.